Predict the reactants needed to synthesize the given product. From a dataset of Full USPTO retrosynthesis dataset with 1.9M reactions from patents (1976-2016). Given the product [OH:26][CH:20]([CH2:21][OH:22])[CH2:19][NH:18][C:17]([C:14]1[C:13]([I:31])=[C:12]([NH:32][C:33]([CH:35]2[CH2:36][CH:37]([C:81]([NH:83][C:84]3[C:89]([I:90])=[C:88]([C:91](=[O:104])[NH:92][CH2:93][CH:94]([OH:100])[CH2:95][OH:96])[C:87]([I:105])=[C:86]([C:106](=[O:119])[NH:107][CH2:108][CH:109]([OH:115])[CH2:110][OH:111])[C:85]=3[I:120])=[O:82])[CH2:38][CH:39]([C:41]([NH:43][C:44]3[C:45]([I:80])=[C:46]([C:66](=[O:79])[NH:67][CH2:68][CH:69]([OH:75])[CH2:70][OH:71])[C:47]([I:65])=[C:48]([C:51](=[O:64])[NH:52][CH2:53][CH:54]([OH:60])[CH2:55][OH:56])[C:49]=3[I:50])=[O:42])[CH2:40]2)=[O:34])[C:11]([I:121])=[C:10]([C:8](=[O:9])[NH:7][CH2:6][CH:5]([OH:4])[CH2:122][OH:123])[C:15]=1[I:16])=[O:30], predict the reactants needed to synthesize it. The reactants are: C([O:4][CH:5]([CH2:122][O:123]C(=O)C)[CH2:6][NH:7][C:8]([C:10]1[C:11]([I:121])=[C:12]([NH:32][C:33]([CH:35]2[CH2:40][CH:39]([C:41]([NH:43][C:44]3[C:49]([I:50])=[C:48]([C:51](=[O:64])[NH:52][CH2:53][CH:54]([O:60]C(=O)C)[CH2:55][O:56]C(=O)C)[C:47]([I:65])=[C:46]([C:66](=[O:79])[NH:67][CH2:68][CH:69]([O:75]C(=O)C)[CH2:70][O:71]C(=O)C)[C:45]=3[I:80])=[O:42])[CH2:38][CH:37]([C:81]([NH:83][C:84]3[C:89]([I:90])=[C:88]([C:91](=[O:104])[NH:92][CH2:93][CH:94]([O:100]C(=O)C)[CH2:95][O:96]C(=O)C)[C:87]([I:105])=[C:86]([C:106](=[O:119])[NH:107][CH2:108][CH:109]([O:115]C(=O)C)[CH2:110][O:111]C(=O)C)[C:85]=3[I:120])=[O:82])[CH2:36]2)=[O:34])[C:13]([I:31])=[C:14]([C:17](=[O:30])[NH:18][CH2:19][CH:20]([O:26]C(=O)C)[CH2:21][O:22]C(=O)C)[C:15]=1[I:16])=[O:9])(=O)C.N.